This data is from Catalyst prediction with 721,799 reactions and 888 catalyst types from USPTO. The task is: Predict which catalyst facilitates the given reaction. (1) Reactant: [F:1][CH:2]([F:37])[C:3]1[N:7]([C:8]2[N:13]=[C:12]([N:14]3[CH2:19][CH2:18][O:17][CH2:16][CH2:15]3)[N:11]=[C:10]([N:20]3[CH2:25][CH2:24][N:23]([S:26]([CH:29]=[CH2:30])(=[O:28])=[O:27])[CH2:22][CH2:21]3)[N:9]=2)[C:6]2[CH:31]=[CH:32][CH:33]=[C:34]([O:35][CH3:36])[C:5]=2[N:4]=1.[NH:38]1[CH2:43][CH2:42][O:41][CH2:40][CH2:39]1. Product: [F:37][CH:2]([F:1])[C:3]1[N:7]([C:8]2[N:13]=[C:12]([N:14]3[CH2:15][CH2:16][O:17][CH2:18][CH2:19]3)[N:11]=[C:10]([N:20]3[CH2:21][CH2:22][N:23]([S:26]([CH2:29][CH2:30][N:38]4[CH2:43][CH2:42][O:41][CH2:40][CH2:39]4)(=[O:28])=[O:27])[CH2:24][CH2:25]3)[N:9]=2)[C:6]2[CH:31]=[CH:32][CH:33]=[C:34]([O:35][CH3:36])[C:5]=2[N:4]=1. The catalyst class is: 1. (2) The catalyst class is: 8. Reactant: [Br:1][C:2]1[CH:3]=[C:4]([CH:7]=[CH:8][CH:9]=1)[CH:5]=O.[C:10]([OH:16])(=[O:15])[CH2:11]C(O)=O.C([O-])(=O)C.[NH4+:21]. Product: [NH2:21][CH:5]([C:4]1[CH:7]=[CH:8][CH:9]=[C:2]([Br:1])[CH:3]=1)[CH2:11][C:10]([OH:16])=[O:15]. (3) Reactant: [CH:1]1([CH2:7][N:8]2[C:12]([C:13]3[CH:18]=[C:17]([C:19]([CH3:22])([CH3:21])[CH3:20])[CH:16]=[C:15]([C:23]([CH3:26])([CH3:25])[CH3:24])[CH:14]=3)=[CH:11][C:10]([S:27]([NH2:30])(=[O:29])=[O:28])=[C:9]2[CH3:31])[CH2:6][CH2:5][CH2:4][CH2:3][CH2:2]1.[H-].[Na+].Cl[CH2:35][CH2:36][O:37][CH2:38][CH2:39]Cl. Product: [CH:1]1([CH2:7][N:8]2[C:12]([C:13]3[CH:18]=[C:17]([C:19]([CH3:22])([CH3:20])[CH3:21])[CH:16]=[C:15]([C:23]([CH3:24])([CH3:25])[CH3:26])[CH:14]=3)=[CH:11][C:10]([S:27]([N:30]3[CH2:39][CH2:38][O:37][CH2:36][CH2:35]3)(=[O:29])=[O:28])=[C:9]2[CH3:31])[CH2:2][CH2:3][CH2:4][CH2:5][CH2:6]1. The catalyst class is: 3. (4) Reactant: [N+:1]([C:4]1[CH:8]=[CH:7][NH:6][N:5]=1)([O-:3])=[O:2].C(=O)([O-])[O-].[K+].[K+].[CH2:15]1[O:17][C@H:16]1[CH2:18][OH:19]. Product: [N+:1]([C:4]1[CH:8]=[CH:7][N:6]([CH2:15][C@@H:16]([OH:17])[CH2:18][OH:19])[N:5]=1)([O-:3])=[O:2]. The catalyst class is: 9. (5) Reactant: [Br:1][C:2]1[C:7]([O:8][CH3:9])=[CH:6][CH:5]=[C:4]([NH2:10])[C:3]=1[NH:11][C:12]1[CH:17]=[CH:16][CH:15]=[CH:14][CH:13]=1.[CH3:18][C@H:19]([NH:23]C(OC(C)(C)C)=O)[C:20](O)=O.C1C=NC2N(O)N=NC=2C=1.CCN=C=NCCCN(C)C.[ClH:52]. Product: [ClH:52].[ClH:52].[Br:1][C:2]1[C:3]2[N:11]([C:12]3[CH:13]=[CH:14][CH:15]=[CH:16][CH:17]=3)[C:18]([C@@H:19]([NH2:23])[CH3:20])=[N:10][C:4]=2[CH:5]=[CH:6][C:7]=1[O:8][CH3:9]. The catalyst class is: 34. (6) Reactant: [N:1]1([C:7](=[O:24])[C@@H:8]([NH:16]C(=O)OC(C)(C)C)[CH2:9][C:10]2[CH:15]=[CH:14][N:13]=[CH:12][CH:11]=2)[CH2:6][CH2:5][O:4][CH2:3][CH2:2]1.Cl.CO. Product: [N:1]1([C:7](=[O:24])[C@@H:8]([NH2:16])[CH2:9][C:10]2[CH:11]=[CH:12][N:13]=[CH:14][CH:15]=2)[CH2:6][CH2:5][O:4][CH2:3][CH2:2]1. The catalyst class is: 684. (7) Reactant: [CH3:1][O:2][C:3]1[CH:4]=[CH:5][C:6]([S:12]([OH:15])(=[O:14])=[O:13])=[C:7]([CH:11]=1)[C:8]([OH:10])=O.O=S(Cl)Cl. Product: [CH3:1][O:2][C:3]1[CH:4]=[CH:5][C:6]2[S:12](=[O:13])(=[O:14])[O:15][C:8](=[O:10])[C:7]=2[CH:11]=1. The catalyst class is: 48. (8) Product: [Cl:32][C@@H:6]1[CH2:7][CH2:2][CH2:3][N:4]([CH2:8][CH2:9][C:10]2[CH:11]=[CH:12][C:13]([N:16]([CH3:17])[CH3:18])=[CH:14][CH:15]=2)[CH2:5]1. The catalyst class is: 4. Reactant: O[CH2:2][C@H:3]1[CH2:7][CH2:6][CH2:5][N:4]1[CH2:8][CH2:9][C:10]1[CH:15]=[CH:14][C:13]([N:16]([CH3:18])[CH3:17])=[CH:12][CH:11]=1.C(N(C(C)C)CC)(C)C.CS([Cl:32])(=O)=O.C(=O)([O-])O.[Na+].